The task is: Predict which catalyst facilitates the given reaction.. This data is from Catalyst prediction with 721,799 reactions and 888 catalyst types from USPTO. (1) Reactant: [Cl:1][C:2]1[CH:3]=[C:4]2[C:9](=[CH:10][C:11]=1[C:12](O)=[O:13])[N:8]=[CH:7][N:6]=[C:5]2[NH:15][CH:16]([C:18]1[NH:22][C:21]2[CH:23]=[CH:24][C:25]([Cl:27])=[CH:26][C:20]=2[N:19]=1)[CH3:17].FC1C(OC(N(C)C)=[N+](C)C)=C(F)C(F)=C(F)C=1F.F[P-](F)(F)(F)(F)F.C(N(C(C)C)CC)(C)C.[OH:63][CH:64]1[CH2:69][CH2:68][CH2:67][NH:66][CH2:65]1. Product: [Cl:1][C:2]1[CH:3]=[C:4]2[C:9](=[CH:10][C:11]=1[C:12]([N:66]1[CH2:67][CH2:68][CH2:69][CH:64]([OH:63])[CH2:65]1)=[O:13])[N:8]=[CH:7][N:6]=[C:5]2[NH:15][CH:16]([C:18]1[NH:22][C:21]2[CH:23]=[CH:24][C:25]([Cl:27])=[CH:26][C:20]=2[N:19]=1)[CH3:17]. The catalyst class is: 16. (2) Reactant: [CH2:1]1[C:9]2[C:4](=[CH:5][CH:6]=[CH:7][CH:8]=2)[CH:3]=[CH:2]1.[Li:10]CCCC. Product: [CH:1]1([Li:10])[C:9]2[C:4](=[CH:5][CH:6]=[CH:7][CH:8]=2)[CH:3]=[CH:2]1. The catalyst class is: 194. (3) Reactant: Cl.[Br:2][C:3]1[CH:8]=[CH:7][C:6]([C@@H:9]([NH2:11])[CH3:10])=[CH:5][CH:4]=1.[C:12](O[C:12]([O:14][C:15]([CH3:18])([CH3:17])[CH3:16])=[O:13])([O:14][C:15]([CH3:18])([CH3:17])[CH3:16])=[O:13].C(N(CC)CC)C. Product: [Br:2][C:3]1[CH:8]=[CH:7][C:6]([C@@H:9]([NH:11][C:12](=[O:13])[O:14][C:15]([CH3:18])([CH3:17])[CH3:16])[CH3:10])=[CH:5][CH:4]=1. The catalyst class is: 4. (4) Reactant: [Cl:1][C:2]1[N:7]=[C:6]([CH2:8][OH:9])[C:5]2[C:10]([O:32][CH3:33])=[N:11][N:12]([C:13]([C:26]3[CH:31]=[CH:30][CH:29]=[CH:28][CH:27]=3)([C:20]3[CH:25]=[CH:24][CH:23]=[CH:22][CH:21]=3)[C:14]3[CH:19]=[CH:18][CH:17]=[CH:16][CH:15]=3)[C:4]=2[CH:3]=1.[CH3:34][NH:35][C:36](Cl)=[O:37].CCN(C(C)C)C(C)C. Product: [CH3:34][NH:35][C:36](=[O:37])[O:9][CH2:8][C:6]1[C:5]2[C:10]([O:32][CH3:33])=[N:11][N:12]([C:13]([C:14]3[CH:19]=[CH:18][CH:17]=[CH:16][CH:15]=3)([C:20]3[CH:21]=[CH:22][CH:23]=[CH:24][CH:25]=3)[C:26]3[CH:27]=[CH:28][CH:29]=[CH:30][CH:31]=3)[C:4]=2[CH:3]=[C:2]([Cl:1])[N:7]=1. The catalyst class is: 2. (5) Reactant: C([O:3][C:4](=[O:18])[CH:5]=[CH:6][CH:7]=[CH:8][C:9]1[CH:14]=[CH:13][C:12]([O:15][CH3:16])=[CH:11][C:10]=1[Cl:17])C.C1COCC1.[OH-].[K+]. Product: [Cl:17][C:10]1[CH:11]=[C:12]([O:15][CH3:16])[CH:13]=[CH:14][C:9]=1[CH:8]=[CH:7][CH:6]=[CH:5][C:4]([OH:18])=[O:3]. The catalyst class is: 24. (6) Reactant: [C:1]([C:3]1[CH:4]=[C:5]2[C:10](=[CH:11][C:12]=1[O:13][CH2:14][CH:15]1[CH2:20][CH2:19][N:18]([C:21]([O:23][C:24]([CH3:27])([CH3:26])[CH3:25])=[O:22])[CH2:17][CH2:16]1)[N:9]=[CH:8][CH:7]=[C:6]2[O:28][C:29]1[CH:34]=[CH:33][C:32]([NH:35][C:36]([O:38]C2C=CC=CC=2)=O)=[C:31]([F:45])[CH:30]=1)#[N:2].[CH:46]1([NH2:49])[CH2:48][CH2:47]1. Product: [C:1]([C:3]1[CH:4]=[C:5]2[C:10](=[CH:11][C:12]=1[O:13][CH2:14][CH:15]1[CH2:20][CH2:19][N:18]([C:21]([O:23][C:24]([CH3:27])([CH3:26])[CH3:25])=[O:22])[CH2:17][CH2:16]1)[N:9]=[CH:8][CH:7]=[C:6]2[O:28][C:29]1[CH:34]=[CH:33][C:32]([NH:35][C:36]([NH:49][CH:46]2[CH2:48][CH2:47]2)=[O:38])=[C:31]([F:45])[CH:30]=1)#[N:2]. The catalyst class is: 7. (7) Reactant: O=[C:2]1[CH2:7][CH2:6][O:5][CH:4]([C:8]2[CH:9]=[C:10]([CH:15]=[CH:16][CH:17]=2)[C:11]([O:13][CH3:14])=[O:12])[CH2:3]1.Cl.[NH2:19][OH:20].C([O-])(=O)C.[Na+]. Product: [OH:20][N:19]=[C:2]1[CH2:7][CH2:6][O:5][CH:4]([C:8]2[CH:9]=[C:10]([CH:15]=[CH:16][CH:17]=2)[C:11]([O:13][CH3:14])=[O:12])[CH2:3]1. The catalyst class is: 8.